This data is from NCI-60 drug combinations with 297,098 pairs across 59 cell lines. The task is: Regression. Given two drug SMILES strings and cell line genomic features, predict the synergy score measuring deviation from expected non-interaction effect. (1) Drug 1: CC1=C(C=C(C=C1)NC2=NC=CC(=N2)N(C)C3=CC4=NN(C(=C4C=C3)C)C)S(=O)(=O)N.Cl. Drug 2: C1=CC(=C2C(=C1NCCNCCO)C(=O)C3=C(C=CC(=C3C2=O)O)O)NCCNCCO. Cell line: RPMI-8226. Synergy scores: CSS=39.5, Synergy_ZIP=6.80, Synergy_Bliss=4.89, Synergy_Loewe=-35.7, Synergy_HSA=0.605. (2) Drug 1: CN1CCC(CC1)COC2=C(C=C3C(=C2)N=CN=C3NC4=C(C=C(C=C4)Br)F)OC. Drug 2: B(C(CC(C)C)NC(=O)C(CC1=CC=CC=C1)NC(=O)C2=NC=CN=C2)(O)O. Cell line: EKVX. Synergy scores: CSS=16.2, Synergy_ZIP=-5.67, Synergy_Bliss=-4.44, Synergy_Loewe=-2.35, Synergy_HSA=-2.61. (3) Drug 1: C1CCN(CC1)CCOC2=CC=C(C=C2)C(=O)C3=C(SC4=C3C=CC(=C4)O)C5=CC=C(C=C5)O. Drug 2: C1CCC(CC1)NC(=O)N(CCCl)N=O. Cell line: ACHN. Synergy scores: CSS=32.0, Synergy_ZIP=1.62, Synergy_Bliss=0.0962, Synergy_Loewe=-2.69, Synergy_HSA=-2.01. (4) Drug 1: C1CCN(CC1)CCOC2=CC=C(C=C2)C(=O)C3=C(SC4=C3C=CC(=C4)O)C5=CC=C(C=C5)O. Cell line: CCRF-CEM. Drug 2: CC1=C2C(C(=O)C3(C(CC4C(C3C(C(C2(C)C)(CC1OC(=O)C(C(C5=CC=CC=C5)NC(=O)C6=CC=CC=C6)O)O)OC(=O)C7=CC=CC=C7)(CO4)OC(=O)C)O)C)OC(=O)C. Synergy scores: CSS=56.0, Synergy_ZIP=0.858, Synergy_Bliss=-1.78, Synergy_Loewe=-52.8, Synergy_HSA=-4.71. (5) Drug 1: CCC1(CC2CC(C3=C(CCN(C2)C1)C4=CC=CC=C4N3)(C5=C(C=C6C(=C5)C78CCN9C7C(C=CC9)(C(C(C8N6C)(C(=O)OC)O)OC(=O)C)CC)OC)C(=O)OC)O.OS(=O)(=O)O. Drug 2: COC1=NC(=NC2=C1N=CN2C3C(C(C(O3)CO)O)O)N. Cell line: M14. Synergy scores: CSS=-5.63, Synergy_ZIP=2.62, Synergy_Bliss=-0.502, Synergy_Loewe=-5.52, Synergy_HSA=-3.37.